This data is from Reaction yield outcomes from USPTO patents with 853,638 reactions. The task is: Predict the reaction yield, written as a fraction of the theoretical maximum amount of product (1.0 means a 100% yield; for example, 0.34 means a 34% yield). The reactants are [CH2:1]([O:8][C:9](=[NH:13])[CH2:10][C:11]#[N:12])[C:2]1[CH:7]=[CH:6][CH:5]=[CH:4][CH:3]=1.[O:14]([C:21]([N:23]=[C:24]=[S:25])=[O:22])[C:15]1[CH:20]=[CH:19][CH:18]=[CH:17][CH:16]=1. The catalyst is C(#N)C. The product is [CH2:1]([O:8][C:9](=[NH:13])[C:10]([C:11]#[N:12])=[C:24]([SH:25])[NH:23][C:21]([O:14][C:15]1[CH:20]=[CH:19][CH:18]=[CH:17][CH:16]=1)=[O:22])[C:2]1[CH:7]=[CH:6][CH:5]=[CH:4][CH:3]=1. The yield is 0.420.